From a dataset of Catalyst prediction with 721,799 reactions and 888 catalyst types from USPTO. Predict which catalyst facilitates the given reaction. (1) Reactant: [OH:1][C:2]([C:5]1[N:6]([CH3:18])[C:7]([C:10]2[S:11][CH:12]=[C:13]([C:15]([OH:17])=O)[N:14]=2)=[N:8][N:9]=1)([CH3:4])[CH3:3].Cl.[CH3:20][C@H:21]1[CH2:25][CH2:24][CH2:23][NH:22]1.CCN(C(C)C)C(C)C.CN(C(ON1N=NC2C=CC=NC1=2)=[N+](C)C)C.F[P-](F)(F)(F)(F)F. Product: [OH:1][C:2]([C:5]1[N:6]([CH3:18])[C:7]([C:10]2[S:11][CH:12]=[C:13]([C:15]([N:22]3[CH2:23][CH2:24][CH2:25][C@@H:21]3[CH3:20])=[O:17])[N:14]=2)=[N:8][N:9]=1)([CH3:3])[CH3:4]. The catalyst class is: 3. (2) Reactant: CN(C(ON1N=NC2C=CC=NC1=2)=[N+](C)C)C.F[P-](F)(F)(F)(F)F.CCN(C(C)C)C(C)C.[CH3:34][O:35][C:36]([C:38]1[CH:43]=[CH:42][C:41]([CH2:44][C:45]([OH:47])=O)=[CH:40][CH:39]=1)=[O:37].[CH3:48][NH:49][CH:50]1[CH2:55][CH2:54][N:53]([CH2:56][CH2:57][CH:58]([C:65]2[CH:70]=[CH:69][CH:68]=[CH:67][CH:66]=2)[C:59]2[CH:64]=[CH:63][CH:62]=[CH:61][CH:60]=2)[CH2:52][CH2:51]1. Product: [C:65]1([CH:58]([C:59]2[CH:60]=[CH:61][CH:62]=[CH:63][CH:64]=2)[CH2:57][CH2:56][N:53]2[CH2:54][CH2:55][CH:50]([N:49]([CH3:48])[C:45](=[O:47])[CH2:44][C:41]3[CH:40]=[CH:39][C:38]([C:36]([O:35][CH3:34])=[O:37])=[CH:43][CH:42]=3)[CH2:51][CH2:52]2)[CH:66]=[CH:67][CH:68]=[CH:69][CH:70]=1. The catalyst class is: 3. (3) Reactant: [C:1]1([C@@H:7]2[CH2:9][C@H:8]2[NH:10][CH2:11][CH2:12][CH:13]2[CH2:18][CH2:17][N:16](C(OC(C)(C)C)=O)[CH2:15][CH2:14]2)[CH:6]=[CH:5][CH:4]=[CH:3][CH:2]=1.[ClH:26].O1CCOCC1. Product: [ClH:26].[C:1]1([C@@H:7]2[CH2:9][C@H:8]2[NH:10][CH2:11][CH2:12][CH:13]2[CH2:18][CH2:17][NH:16][CH2:15][CH2:14]2)[CH:2]=[CH:3][CH:4]=[CH:5][CH:6]=1. The catalyst class is: 22. (4) Reactant: FC(F)(F)C(O)=O.N1([C:13]23[O:28][N:27]=[C:26]([C:29]([O:31][CH2:32][CH3:33])=[O:30])[CH:14]2[CH2:15][N:16](C(OC(C)(C)C)=O)[CH2:17][CH2:18]3)CCCC1.C([O-])(O)=O.[Na+]. Product: [O:28]1[C:13]2[CH2:18][CH2:17][NH:16][CH2:15][C:14]=2[C:26]([C:29]([O:31][CH2:32][CH3:33])=[O:30])=[N:27]1. The catalyst class is: 2. (5) Reactant: [C:1]([O:5][C:6]([N:8]1[CH2:13][CH2:12][N:11]([C:14]2[CH:19]=[CH:18][C:17]([F:20])=[CH:16][C:15]=2[CH3:21])[CH:10]([C:22]([OH:24])=O)[CH2:9]1)=[O:7])([CH3:4])([CH3:3])[CH3:2].[CH3:25][C:26]1[CH:31]=[CH:30][C:29]([CH3:32])=[CH:28][C:27]=1[N:33]1[CH2:38][CH2:37][NH:36][CH2:35][CH2:34]1.F[P-](F)(F)(F)(F)F.N1(OC(N(C)C)=[N+](C)C)C2C=CC=CC=2N=N1.C(N(CC)CC)C. Product: [C:1]([O:5][C:6]([N:8]1[CH2:13][CH2:12][N:11]([C:14]2[CH:19]=[CH:18][C:17]([F:20])=[CH:16][C:15]=2[CH3:21])[CH:10]([C:22]([N:36]2[CH2:37][CH2:38][N:33]([C:27]3[CH:28]=[C:29]([CH3:32])[CH:30]=[CH:31][C:26]=3[CH3:25])[CH2:34][CH2:35]2)=[O:24])[CH2:9]1)=[O:7])([CH3:2])([CH3:4])[CH3:3]. The catalyst class is: 18. (6) Reactant: ClS([C:5]1[CH:6]=[CH:7][C:8]([F:14])=[C:9]([CH:13]=1)[C:10]([OH:12])=[O:11])(=O)=O.N1(C(OC(C)(C)C)=O)CCNCC1. Product: [F:14][C:8]1[CH:7]=[CH:6][CH:5]=[CH:13][C:9]=1[C:10]([OH:12])=[O:11]. The catalyst class is: 4. (7) The catalyst class is: 6. Product: [F:1][C:2]1[CH:7]=[CH:6][C:5]([N:8]2[C:13]([CH3:14])=[CH:12][CH:11]=[C:10]([C:15]([OH:21])=[O:18])[C:9]2=[O:17])=[CH:4][CH:3]=1. Reactant: [F:1][C:2]1[CH:7]=[CH:6][C:5]([N:8]2[C:13]([CH3:14])=[CH:12][CH:11]=[C:10]([C:15]#N)[C:9]2=[O:17])=[CH:4][CH:3]=1.[OH-:18].[Na+].S(=O)(=O)(O)[OH:21]. (8) Reactant: [S:1]1[CH:5]=[CH:4][N:3]=[C:2]1[C:6]([OH:9])([CH3:8])[CH3:7].C([Li])CCC.[CH3:15][C:16]1([CH3:27])[C:20]([CH3:22])([CH3:21])[O:19][B:18](OC(C)C)[O:17]1.Cl. Product: [CH3:15][C:16]1([CH3:27])[C:20]([CH3:22])([CH3:21])[O:19][B:18]([C:5]2[S:1][C:2]([C:6]([OH:9])([CH3:8])[CH3:7])=[N:3][CH:4]=2)[O:17]1. The catalyst class is: 1. (9) Reactant: [Si]([O:8][CH:9]([CH2:20][O:21][C:22]1[CH:27]=[CH:26][CH:25]=[C:24]([C:28]2[N:33]=[C:32]([N:34]([CH3:41])[CH:35]3[CH2:40][CH2:39][O:38][CH2:37][CH2:36]3)[CH:31]=[C:30]([C:42]3[C:50]4[CH:49]=[N:48][CH:47]=[N:46][C:45]=4[N:44]([S:51]([CH3:54])(=[O:53])=[O:52])[CH:43]=3)[N:29]=2)[CH:23]=1)[CH2:10][N:11](C)[C:12](=[O:18])[O:13]C(C)(C)C)(C(C)(C)C)(C)C. Product: [CH3:41][N:34]([CH:35]1[CH2:36][CH2:37][O:38][CH2:39][CH2:40]1)[C:32]1[CH:31]=[C:30]([C:42]2[C:50]3[CH:49]=[N:48][CH:47]=[N:46][C:45]=3[N:44]([S:51]([CH3:54])(=[O:53])=[O:52])[CH:43]=2)[N:29]=[C:28]([C:24]2[CH:23]=[C:22]([CH:27]=[CH:26][CH:25]=2)[O:21][CH2:20][CH:9]([OH:8])[CH2:10][NH:11][CH3:12])[N:33]=1.[CH:12]([OH:18])=[O:13]. The catalyst class is: 89.